From a dataset of Catalyst prediction with 721,799 reactions and 888 catalyst types from USPTO. Predict which catalyst facilitates the given reaction. (1) Reactant: [Cl:1][C:2]1[CH:3]=[N:4][CH:5]=[C:6]([Cl:32])[C:7]=1[CH2:8][CH:9]([O:20][C:21](=[O:31])[CH:22]([C:24]1[CH:29]=[CH:28][C:27]([NH2:30])=[CH:26][CH:25]=1)[CH3:23])[C:10]1[CH:15]=[CH:14][C:13]([O:16][CH3:17])=[C:12]([O:18][CH3:19])[CH:11]=1.C(N(CC)CC)C.[CH3:40][S:41](Cl)(=[O:43])=[O:42]. Product: [Cl:32][C:6]1[CH:5]=[N:4][CH:3]=[C:2]([Cl:1])[C:7]=1[CH2:8][CH:9]([O:20][C:21](=[O:31])[CH:22]([C:24]1[CH:25]=[CH:26][C:27]([NH:30][S:41]([CH3:40])(=[O:43])=[O:42])=[CH:28][CH:29]=1)[CH3:23])[C:10]1[CH:15]=[CH:14][C:13]([O:16][CH3:17])=[C:12]([O:18][CH3:19])[CH:11]=1. The catalyst class is: 34. (2) Reactant: [Cl:1][C:2]1[CH:27]=[CH:26][C:5]([CH2:6][N:7]2[C:12](=[O:13])[C:11](Br)=[N:10][N:9]([C:15]3[CH:16]=[C:17]([NH:21][C:22](=[O:24])[CH3:23])[CH:18]=[CH:19][CH:20]=3)[C:8]2=[O:25])=[CH:4][CH:3]=1.[CH3:28][NH:29][CH3:30].CO. Product: [Cl:1][C:2]1[CH:27]=[CH:26][C:5]([CH2:6][N:7]2[C:12](=[O:13])[C:11]([N:29]([CH3:30])[CH3:28])=[N:10][N:9]([C:15]3[CH:16]=[C:17]([NH:21][C:22](=[O:24])[CH3:23])[CH:18]=[CH:19][CH:20]=3)[C:8]2=[O:25])=[CH:4][CH:3]=1. The catalyst class is: 3. (3) Reactant: [C:1]([C:4]1[CH:5]=[CH:6][C:7]([C:10]([F:13])([F:12])[F:11])=[N:8][CH:9]=1)([CH3:3])=[CH2:2].CN1C=CN=C1.[N+](=[CH:22][C:23]([O:25][CH2:26][CH3:27])=[O:24])=[N-]. Product: [CH3:3][C:1]1([C:4]2[CH:9]=[N:8][C:7]([C:10]([F:13])([F:12])[F:11])=[CH:6][CH:5]=2)[CH2:2][CH:22]1[C:23]([O:25][CH2:26][CH3:27])=[O:24]. The catalyst class is: 11. (4) Reactant: Br[C:2]1[C:3]([Cl:12])=[N:4][C:5]([O:10][CH3:11])=[N:6][C:7]=1[O:8][CH3:9].C([Li])CCC.[CH3:18][C:19]([CH3:21])=[O:20]. Product: [Cl:12][C:3]1[C:2]([C:19]([OH:20])([CH3:21])[CH3:18])=[C:7]([O:8][CH3:9])[N:6]=[C:5]([O:10][CH3:11])[N:4]=1. The catalyst class is: 1. (5) Reactant: [Cl:1][C:2]1[C:3]([F:45])=[C:4]([C@@H:8]2[C@:12]([C:15]3[CH:20]=[CH:19][C:18]([Cl:21])=[CH:17][C:16]=3[F:22])([C:13]#[N:14])[C@H:11]([CH2:23][C:24]([CH3:27])([CH3:26])[CH3:25])[NH:10][C@H:9]2[C:28]([NH:30][C:31]2[CH:42]=[CH:41][C:34]([C:35]([O:37][CH2:38][CH2:39][OH:40])=[O:36])=[CH:33][C:32]=2[O:43][CH3:44])=[O:29])[CH:5]=[CH:6][CH:7]=1.[C:46]([O:50][C:51]([NH:53][CH:54]([CH3:58])[C:55](O)=[O:56])=[O:52])([CH3:49])([CH3:48])[CH3:47].CN(C(ON1N=NC2C=CC=NC1=2)=[N+](C)C)C.F[P-](F)(F)(F)(F)F.C(N(CC)C(C)C)(C)C.CN(C1C=CC=CN=1)C. Product: [C:46]([O:50][C:51]([NH:53][C@H:54]([CH3:58])[C:55]([O:40][CH2:39][CH2:38][O:37][C:35](=[O:36])[C:34]1[CH:41]=[CH:42][C:31]([NH:30][C:28]([C@H:9]2[C@H:8]([C:4]3[CH:5]=[CH:6][CH:7]=[C:2]([Cl:1])[C:3]=3[F:45])[C@:12]([C:15]3[CH:20]=[CH:19][C:18]([Cl:21])=[CH:17][C:16]=3[F:22])([C:13]#[N:14])[C@H:11]([CH2:23][C:24]([CH3:25])([CH3:26])[CH3:27])[NH:10]2)=[O:29])=[C:32]([O:43][CH3:44])[CH:33]=1)=[O:56])=[O:52])([CH3:49])([CH3:48])[CH3:47]. The catalyst class is: 9.